Predict the product of the given reaction. From a dataset of Forward reaction prediction with 1.9M reactions from USPTO patents (1976-2016). (1) Given the reactants [Si]([O:8][CH:9]([C:11]1[CH:12]=[CH:13][C:14]([C:17]2[NH:18][C:19]([CH:23]([C:31]3[CH:36]=[CH:35][C:34]([S:37]([CH:40]4[CH2:42][CH2:41]4)(=[O:39])=[O:38])=[CH:33][CH:32]=3)[CH2:24][CH:25]3[CH2:30][CH2:29][O:28][CH2:27][CH2:26]3)=[CH:20][C:21]=2[CH3:22])=[N:15][CH:16]=1)[CH3:10])(C(C)(C)C)(C)C.[F-].C([N+](CCCC)(CCCC)CCCC)CCC, predict the reaction product. The product is: [CH:40]1([S:37]([C:34]2[CH:33]=[CH:32][C:31]([CH:23]([C:19]3[NH:18][C:17]([C:14]4[N:15]=[CH:16][C:11]([CH:9]([OH:8])[CH3:10])=[CH:12][CH:13]=4)=[C:21]([CH3:22])[CH:20]=3)[CH2:24][CH:25]3[CH2:26][CH2:27][O:28][CH2:29][CH2:30]3)=[CH:36][CH:35]=2)(=[O:39])=[O:38])[CH2:42][CH2:41]1. (2) Given the reactants [CH3:1][C@H:2]1[CH2:7][CH2:6][C@H:5]([C:8](Cl)=[O:9])[CH2:4][CH2:3]1.[CH3:11][O:12][C:13]([C:15]1[S:16][CH:17]=[CH:18][C:19]=1[NH:20][CH:21]1[CH2:30][CH2:29][C:24]2([O:28][CH2:27][CH2:26][O:25]2)[CH2:23][CH2:22]1)=[O:14].N1C=CC=CC=1.CO, predict the reaction product. The product is: [CH3:11][O:12][C:13]([C:15]1[S:16][CH:17]=[CH:18][C:19]=1[N:20]([CH:21]1[CH2:30][CH2:29][C:24]2([O:28][CH2:27][CH2:26][O:25]2)[CH2:23][CH2:22]1)[C:8]([C@H:5]1[CH2:6][CH2:7][C@H:2]([CH3:1])[CH2:3][CH2:4]1)=[O:9])=[O:14].